This data is from Merck oncology drug combination screen with 23,052 pairs across 39 cell lines. The task is: Regression. Given two drug SMILES strings and cell line genomic features, predict the synergy score measuring deviation from expected non-interaction effect. (1) Drug 1: O=S1(=O)NC2(CN1CC(F)(F)F)C1CCC2Cc2cc(C=CCN3CCC(C(F)(F)F)CC3)ccc2C1. Cell line: HCT116. Synergy scores: synergy=-13.9. Drug 2: CCC1=CC2CN(C1)Cc1c([nH]c3ccccc13)C(C(=O)OC)(c1cc3c(cc1OC)N(C)C1C(O)(C(=O)OC)C(OC(C)=O)C4(CC)C=CCN5CCC31C54)C2. (2) Drug 1: CC1(c2nc3c(C(N)=O)cccc3[nH]2)CCCN1. Drug 2: CCc1c2c(nc3ccc(O)cc13)-c1cc3c(c(=O)n1C2)COC(=O)C3(O)CC. Cell line: MDAMB436. Synergy scores: synergy=18.2. (3) Drug 1: Cn1nnc2c(C(N)=O)ncn2c1=O. Drug 2: Cc1nc(Nc2ncc(C(=O)Nc3c(C)cccc3Cl)s2)cc(N2CCN(CCO)CC2)n1. Cell line: NCIH23. Synergy scores: synergy=-9.34. (4) Drug 1: COc1cccc2c1C(=O)c1c(O)c3c(c(O)c1C2=O)CC(O)(C(=O)CO)CC3OC1CC(N)C(O)C(C)O1. Drug 2: N#Cc1ccc(Cn2cncc2CN2CCN(c3cccc(Cl)c3)C(=O)C2)cc1. Cell line: NCIH460. Synergy scores: synergy=6.00. (5) Synergy scores: synergy=5.36. Drug 2: CNC(=O)c1cc(Oc2ccc(NC(=O)Nc3ccc(Cl)c(C(F)(F)F)c3)cc2)ccn1. Cell line: NCIH460. Drug 1: Cn1nnc2c(C(N)=O)ncn2c1=O. (6) Drug 1: CC1CC2C3CCC4=CC(=O)C=CC4(C)C3(F)C(O)CC2(C)C1(O)C(=O)CO. Drug 2: CNC(=O)c1cc(Oc2ccc(NC(=O)Nc3ccc(Cl)c(C(F)(F)F)c3)cc2)ccn1. Cell line: RPMI7951. Synergy scores: synergy=-0.696. (7) Drug 1: COC1=C2CC(C)CC(OC)C(O)C(C)C=C(C)C(OC(N)=O)C(OC)C=CC=C(C)C(=O)NC(=CC1=O)C2=O. Drug 2: CCc1cnn2c(NCc3ccc[n+]([O-])c3)cc(N3CCCCC3CCO)nc12. Cell line: HT144. Synergy scores: synergy=5.00.